From a dataset of Forward reaction prediction with 1.9M reactions from USPTO patents (1976-2016). Predict the product of the given reaction. (1) Given the reactants [BH4-].[Na+].[Cl:3][C:4]1[C:5]([CH3:33])=[C:6]([C:12]2[CH:16]=[CH:15][N:14]([CH2:17][C@@H:18]([NH:20][C:21]([C:23]3[N:24]=[C:25]([C:28](OCC)=[O:29])[S:26][CH:27]=3)=[O:22])[CH3:19])[N:13]=2)[CH:7]=[CH:8][C:9]=1[C:10]#[N:11], predict the reaction product. The product is: [Cl:3][C:4]1[C:5]([CH3:33])=[C:6]([C:12]2[CH:16]=[CH:15][N:14]([CH2:17][C@@H:18]([NH:20][C:21]([C:23]3[N:24]=[C:25]([CH2:28][OH:29])[S:26][CH:27]=3)=[O:22])[CH3:19])[N:13]=2)[CH:7]=[CH:8][C:9]=1[C:10]#[N:11]. (2) Given the reactants [Cl:1][C:2]1[CH:3]=[CH:4][C:5]([NH:8][C:9]([C:11]2[O:19][C:18]3[C:13](=[N:14][C:15](C(O)=O)=[CH:16][CH:17]=3)[C:12]=2[NH:23][C:24]([C@H:26]2[CH2:31][CH2:30][C@H:29]([N:32]3[CH2:37][CH2:36][O:35][CH2:34][C:33]3=[O:38])[CH2:28][CH2:27]2)=[O:25])=[O:10])=[N:6][CH:7]=1.C([N:41]([CH2:44]C)CC)C.C1(P(N=[N+]=[N-])(C2C=CC=CC=2)=[O:53])C=CC=CC=1.[C:63]([OH:67])([CH3:66])([CH3:65])[CH3:64], predict the reaction product. The product is: [Cl:1][C:2]1[CH:3]=[CH:4][C:5]([NH:8][C:9]([C:11]2[O:19][C:18]3[C:13](=[N:14][C:15]([NH:41][C:44](=[O:53])[O:67][C:63]([CH3:66])([CH3:65])[CH3:64])=[CH:16][CH:17]=3)[C:12]=2[NH:23][C:24]([C@H:26]2[CH2:27][CH2:28][C@H:29]([N:32]3[CH2:37][CH2:36][O:35][CH2:34][C:33]3=[O:38])[CH2:30][CH2:31]2)=[O:25])=[O:10])=[N:6][CH:7]=1. (3) The product is: [CH:17]([C:15]1[NH:14][N:13]=[C:12]([NH:11][C:4]2[C:5]3[CH2:10][CH2:9][CH2:8][C:6]=3[N:7]=[C:2]([N:20]3[CH2:27][CH2:26][CH2:25][CH:21]3[C:22]([OH:24])=[O:23])[N:3]=2)[CH:16]=1)([CH3:19])[CH3:18]. Given the reactants Cl[C:2]1[N:3]=[C:4]([NH:11][C:12]2[CH:16]=[C:15]([CH:17]([CH3:19])[CH3:18])[NH:14][N:13]=2)[C:5]2[CH2:10][CH2:9][CH2:8][C:6]=2[N:7]=1.[NH:20]1[CH2:27][CH2:26][CH2:25][C@H:21]1[C:22]([OH:24])=[O:23].[OH-].[Na+].C(N(CC)C(C)C)(C)C, predict the reaction product. (4) Given the reactants [Cl:1][C:2]1[CH:7]=[CH:6][C:5]([S:8]([C:11]2[CH:16]=[CH:15][C:14]([N+:17]([O-])=O)=[CH:13][CH:12]=2)(=[O:10])=[O:9])=[CH:4][C:3]=1[C:20]([F:23])([F:22])[F:21], predict the reaction product. The product is: [Cl:1][C:2]1[CH:7]=[CH:6][C:5]([S:8]([C:11]2[CH:12]=[CH:13][C:14]([NH2:17])=[CH:15][CH:16]=2)(=[O:9])=[O:10])=[CH:4][C:3]=1[C:20]([F:23])([F:21])[F:22]. (5) Given the reactants [Cl:1][C:2]1[CH:3]=[C:4]([OH:26])[C:5]2[CH2:16][CH:15]=[CH:14][CH2:13][CH2:12][C:11]3[CH:17]=[C:18]([CH3:23])[N:19]=[C:20]([O:21][CH3:22])[C:10]=3[CH2:9][NH:8][C:7](=[O:24])[C:6]=2[CH:25]=1.CS(O[C@H:32]1[CH2:37][CH2:36][C@@H:35]([NH:38][C:39]([O:41][C:42]([CH3:45])([CH3:44])[CH3:43])=[O:40])[CH2:34][CH2:33]1)(=O)=O.C([O-])([O-])=O.[Cs+].[Cs+], predict the reaction product. The product is: [C:42]([O:41][C:39](=[O:40])[NH:38][C@H:35]1[CH2:34][CH2:33][C@H:32]([O:26][C:4]2[C:5]3[CH2:16][CH:15]=[CH:14][CH2:13][CH2:12][C:11]4[CH:17]=[C:18]([CH3:23])[N:19]=[C:20]([O:21][CH3:22])[C:10]=4[CH2:9][NH:8][C:7](=[O:24])[C:6]=3[CH:25]=[C:2]([Cl:1])[CH:3]=2)[CH2:37][CH2:36]1)([CH3:45])([CH3:43])[CH3:44]. (6) Given the reactants [Br:1][C:2]1[CH:3]=[C:4]([CH:8]=[C:9]([OH:11])[CH:10]=1)[C:5]([OH:7])=[O:6].[O:12]1[CH2:16][CH2:15][CH2:14][C@@H:13]1[CH2:17]O.[C:19]1(P([C:21]2[CH:22]=[CH:23]C=[CH:19][CH:20]=2)[C:21]2[CH:22]=[CH:23]C=[CH:19][CH:20]=2)C=[CH:23][CH:22]=[CH:21][CH:20]=1.CC[O:40]C(/N=N/C(OCC)=O)=O, predict the reaction product. The product is: [Br:1][C:2]1[CH:3]=[C:4]([CH:8]=[C:9]([O:11][CH2:17][C@H:13]2[CH2:14][CH2:15][CH2:16][O:12]2)[CH:10]=1)[C:5]([O:7][CH2:19][C@H:20]1[CH2:21][CH2:22][CH2:23][O:40]1)=[O:6]. (7) Given the reactants [F:1][C:2]([F:11])([F:10])[C:3]1[CH:8]=[CH:7][CH:6]=[CH:5][N+:4]=1[O-].[N+:12]([O-])([OH:14])=[O:13].[OH-].[Na+], predict the reaction product. The product is: [N+:12]([C:7]1[CH:6]=[CH:5][N:4]=[C:3]([C:2]([F:11])([F:10])[F:1])[CH:8]=1)([O-:14])=[O:13].